This data is from Reaction yield outcomes from USPTO patents with 853,638 reactions. The task is: Predict the reaction yield, written as a fraction of the theoretical maximum amount of product (1.0 means a 100% yield; for example, 0.34 means a 34% yield). (1) The reactants are [OH:1][C:2]1[N:7]=[C:6]([O:8][C:9]2[N:13]([CH3:14])[N:12]=[C:11]([C:15]([F:18])([F:17])[F:16])[CH:10]=2)[CH:5]=[C:4]([CH3:19])[CH:3]=1.[F:20][C:21]([F:27])([F:26])[CH:22]=[CH:23][CH2:24]O.C1(P(C2C=CC=CC=2)C2C=CC=CC=2)C=CC=CC=1.N(C(OCC)=O)=NC(OCC)=O. The catalyst is O1CCOCC1.CCCCC.C(OCC)(=O)C. The product is [CH3:14][N:13]1[C:9]([O:8][C:6]2[CH:5]=[C:4]([CH3:19])[CH:3]=[C:2]([O:1][CH2:24]/[CH:23]=[CH:22]/[C:21]([F:27])([F:26])[F:20])[N:7]=2)=[CH:10][C:11]([C:15]([F:18])([F:17])[F:16])=[N:12]1. The yield is 0.700. (2) The reactants are [H-].[Na+].[Br:3][C:4]1[CH:12]=[C:11]2[C:7]([CH2:8][C:9](=[O:13])[NH:10]2)=[CH:6][C:5]=1[N+:14]([O-:16])=[O:15].[Cl:17][C:18]1[C:27]2[C:22](=[CH:23][C:24]([O:28][CH2:29][CH2:30][CH2:31][N:32]3[CH2:37][CH2:36][O:35][CH2:34][CH2:33]3)=[CH:25][CH:26]=2)[N:21]=[CH:20][N:19]=1. The catalyst is CN(C)C=O. The product is [ClH:17].[ClH:17].[Br:3][C:4]1[CH:12]=[C:11]2[C:7]([C:8]([C:18]3[C:27]4[C:22](=[CH:23][C:24]([O:28][CH2:29][CH2:30][CH2:31][N:32]5[CH2:37][CH2:36][O:35][CH2:34][CH2:33]5)=[CH:25][CH:26]=4)[N:21]=[CH:20][N:19]=3)=[C:9]([OH:13])[NH:10]2)=[CH:6][C:5]=1[N+:14]([O-:16])=[O:15]. The yield is 0.370. (3) The reactants are [C:1]([O:4][C@@H:5]1[C@@H:10]([O:11][C:12](=[O:14])[CH3:13])[C@H:9]([O:15][C:16](=[O:18])[CH3:17])[C@@H:8]([O:19]/[C:20](/[C:29]([O:31][CH2:32][CH3:33])=[O:30])=[CH:21]\[C:22]2[CH:27]=[CH:26][CH:25]=[CH:24][C:23]=2F)[O:7][C@H:6]1[CH2:34][O:35][C:36](=[O:38])[CH3:37])(=[O:3])[CH3:2].[CH3:39]C1C=C(CC(=O)C(OCC)=O)C=CC=1.[H-].[Na+].[Br-].C(O[C@@H]1[C@@H](OC(=O)C)[C@H](OC(=O)C)[C@@H](COC(=O)C)O[C@@H]1O)(=O)C. No catalyst specified. The product is [C:1]([O:4][C@@H:5]1[C@@H:10]([O:11][C:12](=[O:14])[CH3:13])[C@H:9]([O:15][C:16](=[O:18])[CH3:17])[C@@H:8]([O:19]/[C:20](/[C:29]([O:31][CH2:32][CH3:33])=[O:30])=[CH:21]\[C:22]2[CH:27]=[C:26]([CH3:39])[CH:25]=[CH:24][CH:23]=2)[O:7][C@H:6]1[CH2:34][O:35][C:36](=[O:38])[CH3:37])(=[O:3])[CH3:2]. The yield is 0.190. (4) The reactants are [NH2:1][N:2]1[C:6]([C:7]#[N:8])=[C:5]([C:9]2[CH:14]=[CH:13][C:12]([NH:15][C:16]([O:18][C:19]([CH3:22])([CH3:21])[CH3:20])=[O:17])=[C:11]([F:23])[CH:10]=2)[C:4]([C:24]([O:26][CH2:27][CH3:28])=[O:25])=[CH:3]1.C(O)(=O)C.[CH:33](N)=[NH:34].P([O-])([O-])([O-])=O.[K+].[K+].[K+]. The catalyst is C(O)C.O. The product is [NH2:8][C:7]1[C:6]2=[C:5]([C:9]3[CH:14]=[CH:13][C:12]([NH:15][C:16]([O:18][C:19]([CH3:22])([CH3:21])[CH3:20])=[O:17])=[C:11]([F:23])[CH:10]=3)[C:4]([C:24]([O:26][CH2:27][CH3:28])=[O:25])=[CH:3][N:2]2[N:1]=[CH:33][N:34]=1. The yield is 0.808. (5) The reactants are O.[OH-].[Na+].[F:4][C:5]1[C:6]([CH2:14][C:15]#[N:16])=[CH:7][C:8]2[O:12][CH2:11][O:10][C:9]=2[CH:13]=1.Br[CH2:18][CH2:19]Cl. The catalyst is [Br-].C([N+](CCCC)(CCCC)CCCC)CCC.C1(C)C=CC=CC=1. The product is [F:4][C:5]1[C:6]([C:14]2([C:15]#[N:16])[CH2:19][CH2:18]2)=[CH:7][C:8]2[O:12][CH2:11][O:10][C:9]=2[CH:13]=1. The yield is 0.600. (6) The reactants are [CH3:1][N:2]1[CH2:8][CH2:7][CH2:6][CH2:5][C:4]2[CH:9]=[C:10]([N+:13]([O-])=O)[CH:11]=[CH:12][C:3]1=2.O.NN. The catalyst is [Pd].C(O)C. The product is [CH3:1][N:2]1[CH2:8][CH2:7][CH2:6][CH2:5][C:4]2[CH:9]=[C:10]([NH2:13])[CH:11]=[CH:12][C:3]1=2. The yield is 0.960. (7) The reactants are [NH2:1][C@@H:2]([CH3:21])[CH2:3][O:4][C:5]1[CH:20]=[CH:19][C:8]([C:9]([O:11][CH2:12][C:13]2[CH:18]=[CH:17][CH:16]=[CH:15][CH:14]=2)=[O:10])=[CH:7][CH:6]=1.[N+:22]([C:25]1[CH:32]=[CH:31][CH:30]=[CH:29][C:26]=1[CH:27]=O)([O-:24])=[O:23].[BH3-]C#N.[Na+]. The catalyst is CO.CC(O)=O. The product is [N+:22]([C:25]1[CH:32]=[CH:31][CH:30]=[CH:29][C:26]=1[CH2:27][NH:1][C@@H:2]([CH3:21])[CH2:3][O:4][C:5]1[CH:20]=[CH:19][C:8]([C:9]([O:11][CH2:12][C:13]2[CH:14]=[CH:15][CH:16]=[CH:17][CH:18]=2)=[O:10])=[CH:7][CH:6]=1)([O-:24])=[O:23]. The yield is 0.420.